From a dataset of NCI-60 drug combinations with 297,098 pairs across 59 cell lines. Regression. Given two drug SMILES strings and cell line genomic features, predict the synergy score measuring deviation from expected non-interaction effect. (1) Drug 1: CC1OCC2C(O1)C(C(C(O2)OC3C4COC(=O)C4C(C5=CC6=C(C=C35)OCO6)C7=CC(=C(C(=C7)OC)O)OC)O)O. Drug 2: C1=C(C(=O)NC(=O)N1)F. Cell line: PC-3. Synergy scores: CSS=42.9, Synergy_ZIP=-5.16, Synergy_Bliss=-5.39, Synergy_Loewe=-1.61, Synergy_HSA=0.172. (2) Drug 1: C(=O)(N)NO. Drug 2: CC1=C(C=C(C=C1)C(=O)NC2=CC(=CC(=C2)C(F)(F)F)N3C=C(N=C3)C)NC4=NC=CC(=N4)C5=CN=CC=C5. Cell line: T-47D. Synergy scores: CSS=7.54, Synergy_ZIP=-0.477, Synergy_Bliss=2.27, Synergy_Loewe=3.79, Synergy_HSA=3.18. (3) Drug 1: CCC1=C2CN3C(=CC4=C(C3=O)COC(=O)C4(CC)O)C2=NC5=C1C=C(C=C5)O. Drug 2: CCC1(C2=C(COC1=O)C(=O)N3CC4=CC5=C(C=CC(=C5CN(C)C)O)N=C4C3=C2)O.Cl. Cell line: COLO 205. Synergy scores: CSS=69.7, Synergy_ZIP=1.02, Synergy_Bliss=-0.870, Synergy_Loewe=4.84, Synergy_HSA=8.91. (4) Drug 1: C1CCC(C1)C(CC#N)N2C=C(C=N2)C3=C4C=CNC4=NC=N3. Drug 2: CN(C)N=NC1=C(NC=N1)C(=O)N. Cell line: PC-3. Synergy scores: CSS=1.28, Synergy_ZIP=0.160, Synergy_Bliss=-0.888, Synergy_Loewe=-3.42, Synergy_HSA=-3.38. (5) Drug 1: C1CCN(CC1)CCOC2=CC=C(C=C2)C(=O)C3=C(SC4=C3C=CC(=C4)O)C5=CC=C(C=C5)O. Drug 2: CC(CN1CC(=O)NC(=O)C1)N2CC(=O)NC(=O)C2. Cell line: SK-MEL-5. Synergy scores: CSS=12.4, Synergy_ZIP=-3.23, Synergy_Bliss=5.06, Synergy_Loewe=-1.85, Synergy_HSA=-0.772. (6) Drug 1: C1CC(C1)(C(=O)O)C(=O)O.[NH2-].[NH2-].[Pt+2]. Cell line: T-47D. Drug 2: CS(=O)(=O)CCNCC1=CC=C(O1)C2=CC3=C(C=C2)N=CN=C3NC4=CC(=C(C=C4)OCC5=CC(=CC=C5)F)Cl. Synergy scores: CSS=14.8, Synergy_ZIP=-4.68, Synergy_Bliss=-4.19, Synergy_Loewe=-2.92, Synergy_HSA=-1.08. (7) Drug 1: C1C(C(OC1N2C=NC3=C(N=C(N=C32)Cl)N)CO)O. Drug 2: C1=NC2=C(N=C(N=C2N1C3C(C(C(O3)CO)O)F)Cl)N. Cell line: SN12C. Synergy scores: CSS=46.5, Synergy_ZIP=-5.59, Synergy_Bliss=2.20, Synergy_Loewe=-5.18, Synergy_HSA=0.814. (8) Drug 1: C1=CC(=CC=C1CC(C(=O)O)N)N(CCCl)CCCl.Cl. Drug 2: C1=CC=C(C=C1)NC(=O)CCCCCCC(=O)NO. Cell line: MDA-MB-231. Synergy scores: CSS=30.0, Synergy_ZIP=8.26, Synergy_Bliss=14.8, Synergy_Loewe=13.6, Synergy_HSA=15.3.